Dataset: Full USPTO retrosynthesis dataset with 1.9M reactions from patents (1976-2016). Task: Predict the reactants needed to synthesize the given product. Given the product [C:1]([O:5][C:6]([N:8]1[CH2:9][CH2:10][CH:11]([N:14]2[CH:18]=[C:17]([C:19]3[CH:20]=[N:21][C:22]([NH2:34])=[C:23]([N:40]4[CH2:39][CH2:38][C:37]5[C:42](=[CH:43][CH:44]=[CH:45][C:36]=5[Cl:35])[CH2:41]4)[CH:24]=3)[CH:16]=[N:15]2)[CH2:12][CH2:13]1)=[O:7])([CH3:4])([CH3:2])[CH3:3], predict the reactants needed to synthesize it. The reactants are: [C:1]([O:5][C:6]([N:8]1[CH2:13][CH2:12][CH:11]([N:14]2[CH:18]=[C:17]([C:19]3[CH:20]=[N:21][C:22]([NH2:34])=[C:23](B4OC(C)(C)C(C)(C)O4)[CH:24]=3)[CH:16]=[N:15]2)[CH2:10][CH2:9]1)=[O:7])([CH3:4])([CH3:3])[CH3:2].[Cl:35][C:36]1[CH:45]=[CH:44][CH:43]=[C:42]2[C:37]=1[CH2:38][CH2:39][NH:40][CH2:41]2.N1C=CC=CC=1.